This data is from Peptide-MHC class II binding affinity with 134,281 pairs from IEDB. The task is: Regression. Given a peptide amino acid sequence and an MHC pseudo amino acid sequence, predict their binding affinity value. This is MHC class II binding data. (1) The peptide sequence is DIVEVDRDTARRHLA. The MHC is HLA-DQA10501-DQB10302 with pseudo-sequence HLA-DQA10501-DQB10302. The binding affinity (normalized) is 0. (2) The peptide sequence is TVSLPVGADEDDIKA. The MHC is HLA-DQA10501-DQB10301 with pseudo-sequence HLA-DQA10501-DQB10301. The binding affinity (normalized) is 0. (3) The peptide sequence is KKFEENEVDISVVVQDP. The MHC is DRB1_0404 with pseudo-sequence DRB1_0404. The binding affinity (normalized) is 0. (4) The peptide sequence is SARYDVALSEQGEFK. The MHC is DRB4_0103 with pseudo-sequence DRB4_0103. The binding affinity (normalized) is 0.